Dataset: Reaction yield outcomes from USPTO patents with 853,638 reactions. Task: Predict the reaction yield, written as a fraction of the theoretical maximum amount of product (1.0 means a 100% yield; for example, 0.34 means a 34% yield). The reactants are [O:1]=[C:2]1[CH:11]=[C:10]([C:12]([F:15])([F:14])[F:13])[C:9]2[C:4](=[CH:5][CH:6]=[C:7]([S:16](Cl)(=[O:18])=[O:17])[CH:8]=2)[NH:3]1.[C:20]1([NH2:26])[CH:25]=[CH:24][CH:23]=[CH:22][CH:21]=1.N1C=CC=CC=1. No catalyst specified. The product is [C:20]1([NH:26][S:16]([C:7]2[CH:8]=[C:9]3[C:4](=[CH:5][CH:6]=2)[NH:3][C:2](=[O:1])[CH:11]=[C:10]3[C:12]([F:15])([F:14])[F:13])(=[O:18])=[O:17])[CH:25]=[CH:24][CH:23]=[CH:22][CH:21]=1. The yield is 0.170.